From a dataset of M1 muscarinic receptor agonist screen with 61,833 compounds. Binary Classification. Given a drug SMILES string, predict its activity (active/inactive) in a high-throughput screening assay against a specified biological target. (1) The molecule is O=c1n(c(=O)n(c2nc(n(c12)CCc1ccccc1)CN1CCC(CC1)C)C)C. The result is 0 (inactive). (2) The molecule is S1C=2N(CN(C1)c1cc(ccc1)C)C(=O)CC(C2C#N)c1oc(cc1)C. The result is 0 (inactive). (3) The compound is O(c1cc(C2NC(=O)NC(=C2C(=O)C)c2ccccc2)ccc1OCC(O)=O)C. The result is 0 (inactive). (4) The drug is S(=O)(=O)(N1CCN(CC1)c1c(OC)cccc1)c1c2c3c(n(c(=O)c3ccc2)C)cc1. The result is 0 (inactive). (5) The drug is O1C23C(C(C1C=C3)C(OC)=O)C(=O)N(C2)Cc1occc1. The result is 0 (inactive). (6) The drug is S(=O)(=O)(N1CCOCC1)c1ccc(NC(=O)CCCN2C(=O)c3c(C2=O)cccc3)cc1. The result is 0 (inactive).